Predict which catalyst facilitates the given reaction. From a dataset of Catalyst prediction with 721,799 reactions and 888 catalyst types from USPTO. (1) Reactant: [OH:1][C:2]1[CH:11]=[CH:10][C:5]2[C:6](=[O:9])[CH2:7][O:8][C:4]=2[CH:3]=1.[C:12](=O)([O-])[O-].[K+].[K+].CI. Product: [CH3:12][O:1][C:2]1[CH:11]=[CH:10][C:5]2[C:6](=[O:9])[CH2:7][O:8][C:4]=2[CH:3]=1. The catalyst class is: 3. (2) Reactant: [H-].[Na+].[NH2:3][C:4]1[N:9]=[C:8]([OH:10])[CH:7]=[C:6]([NH2:11])[N:5]=1.FC(F)(F)S(O[CH2:18][CH3:19])(=O)=O.CO. Product: [CH2:18]([O:10][C:8]1[N:9]=[C:4]([NH2:3])[N:5]=[C:6]([NH2:11])[CH:7]=1)[CH3:19]. The catalyst class is: 3. (3) Reactant: C([O:9][C:10]1[CH:15]=[CH:14][C:13]([O:16][CH2:17][CH:18]=[C:19]([Cl:21])[Cl:20])=[CH:12][CH:11]=1)(=O)C1C=CC=CC=1.[OH-].[K+].Cl. Product: [Cl:20][C:19]([Cl:21])=[CH:18][CH2:17][O:16][C:13]1[CH:14]=[CH:15][C:10]([OH:9])=[CH:11][CH:12]=1. The catalyst class is: 5. (4) Reactant: C(OC([N:8]1[CH2:13][CH2:12][CH:11]([N:14]2[CH2:18][CH2:17][CH2:16][C@@H:15]2[CH3:19])[CH2:10][CH2:9]1)=O)(C)(C)C.Cl. Product: [CH3:19][C@H:15]1[CH2:16][CH2:17][CH2:18][N:14]1[CH:11]1[CH2:12][CH2:13][NH:8][CH2:9][CH2:10]1. The catalyst class is: 12. (5) The catalyst class is: 51. Reactant: Cl[C:2]1[CH:7]=[CH:6][N:5]=[CH:4][C:3]=1[N+:8]([O-:10])=[O:9].[NH:11]1[CH2:16][CH2:15][CH2:14][C@H:13]([NH:17][C:18](=[O:24])[O:19][C:20]([CH3:23])([CH3:22])[CH3:21])[CH2:12]1.CCN(C(C)C)C(C)C. Product: [N+:8]([C:3]1[CH:4]=[N:5][CH:6]=[CH:7][C:2]=1[N:11]1[CH2:16][CH2:15][CH2:14][C@H:13]([NH:17][C:18](=[O:24])[O:19][C:20]([CH3:22])([CH3:21])[CH3:23])[CH2:12]1)([O-:10])=[O:9]. (6) Reactant: [BH4-].[Li+].[F:3][C:4]1[CH:9]=[CH:8][C:7]([CH:10]([NH:15][C:16](=[O:38])[CH:17]=[C:18]2[CH2:23][CH2:22][N:21]([S:24]([C:27]3[CH:32]=[CH:31][C:30]([O:33][C:34]([F:37])([F:36])[F:35])=[CH:29][CH:28]=3)(=[O:26])=[O:25])[CH2:20][CH2:19]2)[C:11](OC)=[O:12])=[CH:6][CH:5]=1. Product: [F:3][C:4]1[CH:9]=[CH:8][C:7]([CH:10]([NH:15][C:16](=[O:38])[CH:17]=[C:18]2[CH2:23][CH2:22][N:21]([S:24]([C:27]3[CH:32]=[CH:31][C:30]([O:33][C:34]([F:35])([F:37])[F:36])=[CH:29][CH:28]=3)(=[O:26])=[O:25])[CH2:20][CH2:19]2)[CH2:11][OH:12])=[CH:6][CH:5]=1. The catalyst class is: 1. (7) Reactant: [C:1]([O:5][C:6]([N:8]1[CH2:13][CH2:12][O:11][CH:10]([C:14]([OH:16])=O)[CH2:9]1)=[O:7])([CH3:4])([CH3:3])[CH3:2].[NH2:17][C:18]1[CH:22]=[C:21]([C:23]([CH3:26])([CH3:25])[CH3:24])[O:20][N:19]=1.C(N(CC)C(C)C)(C)C.P(Cl)(Cl)(Cl)=O. Product: [C:1]([O:5][C:6]([N:8]1[CH2:13][CH2:12][O:11][CH:10]([C:14](=[O:16])[NH:17][C:18]2[CH:22]=[C:21]([C:23]([CH3:26])([CH3:25])[CH3:24])[O:20][N:19]=2)[CH2:9]1)=[O:7])([CH3:2])([CH3:3])[CH3:4]. The catalyst class is: 10. (8) The catalyst class is: 55. Reactant: [Cl:1][C:2]1[CH:7]=[CH:6][C:5]([C:8]2[N:16]([C:17]3[CH:22]=[CH:21][C:20]([Cl:23])=[CH:19][C:18]=3[Cl:24])[C:15]3[CH2:14][CH2:13][N:12](CC4C=CC(OC)=CC=4OC)[C:11](=[O:36])[C:10]=3[C:9]=2[CH3:37])=[CH:4][CH:3]=1. Product: [Cl:1][C:2]1[CH:3]=[CH:4][C:5]([C:8]2[N:16]([C:17]3[CH:22]=[CH:21][C:20]([Cl:23])=[CH:19][C:18]=3[Cl:24])[C:15]3[CH2:14][CH2:13][NH:12][C:11](=[O:36])[C:10]=3[C:9]=2[CH3:37])=[CH:6][CH:7]=1. (9) Reactant: [CH3:1][C:2]1[C:7]([CH3:8])=[CH:6][C:5]2[N:9]([C@H:12]3[O:16][C@@H:15]([CH2:17][OH:18])[CH:14]([O:19][P:20]([O:23][C@@H:24]([CH2:26][NH:27][C:28]([CH2:30][CH2:31][C@:32]4([CH3:89])[C@@H:33]([CH2:85][C:86]([NH2:88])=[O:87])[C@H:34]5[N-:54][C:53]4=[C:52]([CH3:55])[C:50]4=[N:51][C:47]([C:48]([CH3:62])([CH3:61])[C@@H:49]4[CH2:56][CH2:57][C:58]([NH2:60])=[O:59])=[CH:46][C:44]4=[N:45][C:41]([C@:42]([CH2:69][C:70]([NH2:72])=[O:71])([CH3:68])[C@@H:43]4[CH2:63][CH2:64][C:65]([NH2:67])=[O:66])=[C:40]([CH3:73])[C:38]4=[N:39][C@:35]5([CH3:84])[C@:36]([CH2:80][C:81]([NH2:83])=[O:82])([CH3:79])[C@@H:37]4[CH2:74][CH2:75][C:76]([NH2:78])=[O:77])=[O:29])[CH3:25])([O-:22])=[O:21])[CH:13]3[OH:90])[CH:10]=[N:11][C:4]=2[CH:3]=1.O.[Co+2:92].CC([O:97]C(NCC(O)=O)=O)(C)C.C1C=CC2N(O)N=NC=2C=1.C(Cl)CCl. Product: [CH3:1][C:2]1[C:7]([CH3:8])=[CH:6][C:5]2[N:9]([C@H:12]3[O:16][C@H:15]([CH2:17][OH:18])[C@@H:14]([O:19][P:20]([O:23][C@@H:24]([CH2:26][NH:27][C:28]([CH2:30][CH2:31][C@:32]4([CH3:89])[C@@H:33]([CH2:85][C:86]([NH2:88])=[O:87])[C@H:34]5[N-:54][C:53]4=[C:52]([CH3:55])[C:50]4=[N:51][C:47]([C:48]([CH3:62])([CH3:61])[C@@H:49]4[CH2:56][CH2:57][C:58]([NH2:60])=[O:59])=[CH:46][C:44]4=[N:45][C:41]([C@:42]([CH2:69][C:70]([NH2:72])=[O:71])([CH3:68])[C@@H:43]4[CH2:63][CH2:64][C:65]([NH2:67])=[O:66])=[C:40]([CH3:73])[C:38]4=[N:39][C@:35]5([CH3:84])[C@:36]([CH2:80][C:81]([NH2:83])=[O:82])([CH3:79])[C@@H:37]4[CH2:74][CH2:75][C:76]([NH2:78])=[O:77])=[O:29])[CH3:25])([O-:22])=[O:21])[C@H:13]3[OH:90])[CH:10]=[N:11][C:4]=2[CH:3]=1.[OH3+:97].[Co:92]. The catalyst class is: 435. (10) Reactant: CCN(C(C)C)C(C)C.[NH:10]1[C:18]2[C:13](=[CH:14][CH:15]=[CH:16][CH:17]=2)[CH:12]=[C:11]1[C:19]([OH:21])=O.C1C=CC2N(O)N=NC=2C=1.CCN=C=NCCCN(C)C.Cl.[NH2:44][CH2:45][C:46]([N:48]1[CH2:53][CH2:52][N:51]([C:54](=[O:65])[C:55]2[CH:60]=[CH:59][CH:58]=[CH:57][C:56]=2[C:61]([F:64])([F:63])[F:62])[CH2:50][CH2:49]1)=[O:47]. Product: [O:47]=[C:46]([N:48]1[CH2:49][CH2:50][N:51]([C:54](=[O:65])[C:55]2[CH:60]=[CH:59][CH:58]=[CH:57][C:56]=2[C:61]([F:64])([F:63])[F:62])[CH2:52][CH2:53]1)[CH2:45][NH:44][C:19]([C:11]1[NH:10][C:18]2[C:13]([CH:12]=1)=[CH:14][CH:15]=[CH:16][CH:17]=2)=[O:21]. The catalyst class is: 18.